Dataset: Full USPTO retrosynthesis dataset with 1.9M reactions from patents (1976-2016). Task: Predict the reactants needed to synthesize the given product. (1) The reactants are: [Si:1]([O:8][CH2:9][CH2:10][CH2:11][C@H:12]([C@@H:14]1[C@:31]2([CH3:32])[C@H:17]([C@H:18]3[C@H:28]([CH2:29][CH2:30]2)[C@:26]2([CH3:27])[C:21]([CH2:22][C@@H:23]([O:33][CH:34]4[CH2:39][CH2:38][CH2:37][CH2:36][O:35]4)[CH2:24][CH2:25]2)=[CH:20][C:19]3=[O:40])[CH2:16][CH2:15]1)[CH3:13])([C:4]([CH3:7])([CH3:6])[CH3:5])([CH3:3])[CH3:2]. Given the product [Si:1]([O:8][CH2:9][CH2:10][CH2:11][C@H:12]([C@@H:14]1[C@:31]2([CH3:32])[C@H:17]([C@H:18]3[C@H:28]([CH2:29][CH2:30]2)[C@:26]2([CH3:27])[C@H:21]([CH2:22][C@@H:23]([O:33][CH:34]4[CH2:39][CH2:38][CH2:37][CH2:36][O:35]4)[CH2:24][CH2:25]2)[CH2:20][C:19]3=[O:40])[CH2:16][CH2:15]1)[CH3:13])([C:4]([CH3:5])([CH3:6])[CH3:7])([CH3:3])[CH3:2], predict the reactants needed to synthesize it. (2) The reactants are: [O:1]=[C:2]1[O:8][C@H:7]([C@H:9]([CH2:11][OH:12])[OH:10])[C:5]([OH:6])=[C:3]1[OH:4].[CH2:13]([N:25]([CH2:44][CH2:45][CH2:46][CH2:47][CH2:48][CH2:49][CH2:50][CH2:51][CH2:52][CH2:53][CH2:54][CH3:55])[C:26]1[CH:42]=[CH:41][C:29]([C:30]([C:32]2[CH:40]=[CH:39][CH:38]=[CH:37][C:33]=2[C:34](O)=[O:35])=[O:31])=[C:28]([OH:43])[CH:27]=1)[CH2:14][CH2:15][CH2:16][CH2:17][CH2:18][CH2:19][CH2:20][CH2:21][CH2:22][CH2:23][CH3:24]. Given the product [CH2:44]([N:25]([CH2:13][CH2:14][CH2:15][CH2:16][CH2:17][CH2:18][CH2:19][CH2:20][CH2:21][CH2:22][CH2:23][CH3:24])[C:26]1[CH:42]=[CH:41][C:29]([C:30]([C:32]2[CH:40]=[CH:39][CH:38]=[CH:37][C:33]=2[C:34]([O:12][CH2:11][CH:9]([CH:7]2[C:5]([OH:6])=[C:3]([OH:4])[C:2](=[O:1])[O:8]2)[OH:10])=[O:35])=[O:31])=[C:28]([OH:43])[CH:27]=1)[CH2:45][CH2:46][CH2:47][CH2:48][CH2:49][CH2:50][CH2:51][CH2:52][CH2:53][CH2:54][CH3:55], predict the reactants needed to synthesize it.